From a dataset of NCI-60 drug combinations with 297,098 pairs across 59 cell lines. Regression. Given two drug SMILES strings and cell line genomic features, predict the synergy score measuring deviation from expected non-interaction effect. (1) Drug 1: CC(C1=C(C=CC(=C1Cl)F)Cl)OC2=C(N=CC(=C2)C3=CN(N=C3)C4CCNCC4)N. Drug 2: CC1=C2C(C(=O)C3(C(CC4C(C3C(C(C2(C)C)(CC1OC(=O)C(C(C5=CC=CC=C5)NC(=O)C6=CC=CC=C6)O)O)OC(=O)C7=CC=CC=C7)(CO4)OC(=O)C)O)C)OC(=O)C. Cell line: MOLT-4. Synergy scores: CSS=67.1, Synergy_ZIP=4.24, Synergy_Bliss=7.29, Synergy_Loewe=2.52, Synergy_HSA=7.28. (2) Cell line: 786-0. Synergy scores: CSS=8.00, Synergy_ZIP=-3.58, Synergy_Bliss=-5.42, Synergy_Loewe=-4.28, Synergy_HSA=-3.83. Drug 2: CC1=C(C=C(C=C1)NC(=O)C2=CC=C(C=C2)CN3CCN(CC3)C)NC4=NC=CC(=N4)C5=CN=CC=C5. Drug 1: CS(=O)(=O)C1=CC(=C(C=C1)C(=O)NC2=CC(=C(C=C2)Cl)C3=CC=CC=N3)Cl. (3) Drug 1: C(CCl)NC(=O)N(CCCl)N=O. Drug 2: B(C(CC(C)C)NC(=O)C(CC1=CC=CC=C1)NC(=O)C2=NC=CN=C2)(O)O. Cell line: TK-10. Synergy scores: CSS=14.6, Synergy_ZIP=-3.31, Synergy_Bliss=-5.39, Synergy_Loewe=-54.7, Synergy_HSA=-4.78. (4) Drug 1: CN(C)C1=NC(=NC(=N1)N(C)C)N(C)C. Drug 2: C1CN(CCN1C(=O)CCBr)C(=O)CCBr. Cell line: MCF7. Synergy scores: CSS=4.70, Synergy_ZIP=-4.20, Synergy_Bliss=1.93, Synergy_Loewe=-15.6, Synergy_HSA=-1.43. (5) Drug 1: COC1=CC(=CC(=C1O)OC)C2C3C(COC3=O)C(C4=CC5=C(C=C24)OCO5)OC6C(C(C7C(O6)COC(O7)C8=CC=CS8)O)O. Drug 2: CC1C(C(CC(O1)OC2CC(OC(C2O)C)OC3=CC4=CC5=C(C(=O)C(C(C5)C(C(=O)C(C(C)O)O)OC)OC6CC(C(C(O6)C)O)OC7CC(C(C(O7)C)O)OC8CC(C(C(O8)C)O)(C)O)C(=C4C(=C3C)O)O)O)O. Cell line: NCI-H226. Synergy scores: CSS=8.84, Synergy_ZIP=-5.94, Synergy_Bliss=-6.74, Synergy_Loewe=-9.25, Synergy_HSA=-8.14. (6) Drug 1: C1=CC(=CC=C1CCC2=CNC3=C2C(=O)NC(=N3)N)C(=O)NC(CCC(=O)O)C(=O)O. Drug 2: C1=CC(=CC=C1CC(C(=O)O)N)N(CCCl)CCCl.Cl. Cell line: SK-MEL-5. Synergy scores: CSS=12.1, Synergy_ZIP=-4.41, Synergy_Bliss=4.11, Synergy_Loewe=-1.12, Synergy_HSA=0.530.